The task is: Predict the reactants needed to synthesize the given product.. This data is from Full USPTO retrosynthesis dataset with 1.9M reactions from patents (1976-2016). (1) Given the product [CH2:2]([N:4]1[CH2:8][CH2:7][N:6]([CH2:9][CH3:10])[C:5]1=[Cu:12][Cl:1])[CH3:3], predict the reactants needed to synthesize it. The reactants are: [Cl-:1].[CH2:2]([N+:4]1[CH2:8][CH2:7][N:6]([CH2:9][CH3:10])[CH:5]=1)[CH3:3].Cl[Cu:12].CC(C)([O-])C.[Na+]. (2) Given the product [OH:1][NH:19][C:18](=[NH:4])[CH2:17][CH2:16][CH2:15][O:14][C:11]1[CH:10]=[CH:9][C:8]([C:7]([F:20])([F:6])[F:21])=[CH:13][N:12]=1, predict the reactants needed to synthesize it. The reactants are: [OH-:1].[Na+].Cl.[NH2:4]O.[F:6][C:7]([F:21])([F:20])[C:8]1[CH:9]=[CH:10][C:11]([O:14][CH2:15][CH2:16][CH2:17][C:18]#[N:19])=[N:12][CH:13]=1. (3) Given the product [F:33][C:34]1[CH:35]=[C:36]([C:41]2[C:45]([CH2:46][O:47][C:48]3[CH:56]=[CH:55][C:51]([C:52]([NH:59][N:60]4[CH2:65][CH2:64][O:63][CH2:62][CH2:61]4)=[O:53])=[CH:50][N:49]=3)=[C:44]([CH2:57][OH:58])[O:43][N:42]=2)[CH:37]=[CH:38][C:39]=1[F:40], predict the reactants needed to synthesize it. The reactants are: O.OC1C2N=NNC=2C=CC=1.C(N(C(C)C)C(C)C)C.Cl.CN(C)CCCN=C=NCC.[F:33][C:34]1[CH:35]=[C:36]([C:41]2[C:45]([CH2:46][O:47][C:48]3[CH:56]=[CH:55][C:51]([C:52](O)=[O:53])=[CH:50][N:49]=3)=[C:44]([CH2:57][OH:58])[O:43][N:42]=2)[CH:37]=[CH:38][C:39]=1[F:40].[NH2:59][N:60]1[CH2:65][CH2:64][O:63][CH2:62][CH2:61]1.